This data is from CYP2D6 inhibition data for predicting drug metabolism from PubChem BioAssay. The task is: Regression/Classification. Given a drug SMILES string, predict its absorption, distribution, metabolism, or excretion properties. Task type varies by dataset: regression for continuous measurements (e.g., permeability, clearance, half-life) or binary classification for categorical outcomes (e.g., BBB penetration, CYP inhibition). Dataset: cyp2d6_veith. (1) The compound is Fc1ccc2nc(Nc3nc4c(s3)CCCC4)sc2c1. The result is 0 (non-inhibitor). (2) The result is 0 (non-inhibitor). The compound is CCC(=O)O[C@@]1(C(=O)SCF)[C@@H](C)C[C@H]2[C@@H]3C[C@@H](F)C4=CC(=O)C=C[C@@]4(C)[C@]3(F)[C@@H](O)C[C@]21C.